Predict the reactants needed to synthesize the given product. From a dataset of Full USPTO retrosynthesis dataset with 1.9M reactions from patents (1976-2016). Given the product [S:1]1[C:13]2[C:12]3[CH:11]=[CH:10][CH:9]=[CH:8][C:7]=3[CH:6]=[N+:5]([O-:19])[C:4]=2[CH:3]=[CH:2]1, predict the reactants needed to synthesize it. The reactants are: [S:1]1[C:13]2[C:12]3[CH:11]=[CH:10][CH:9]=[CH:8][C:7]=3[CH:6]=[N:5][C:4]=2[CH:3]=[CH:2]1.ClC1C=C(C=CC=1)C(OO)=[O:19].